From a dataset of Full USPTO retrosynthesis dataset with 1.9M reactions from patents (1976-2016). Predict the reactants needed to synthesize the given product. (1) The reactants are: [CH3:1][O:2][C:3]1[CH:4]=[C:5]2[C:10](=[C:11]([O:13]C)[CH:12]=1)[N:9]=[CH:8][CH:7]=[CH:6]2.B(Br)(Br)Br. Given the product [CH3:1][O:2][C:3]1[CH:4]=[C:5]2[C:10](=[C:11]([OH:13])[CH:12]=1)[N:9]=[CH:8][CH:7]=[CH:6]2, predict the reactants needed to synthesize it. (2) Given the product [CH3:23][O:22][C:3]1[CH:4]=[C:5]2[C:10](=[CH:11][C:2]=1[O:1][CH2:25][CH2:26][C:27]1[S:31][CH:30]=[N:29][C:28]=1[CH3:32])[N:9]=[CH:8][N:7]=[C:6]2[NH:12][C:13]1[CH:21]=[C:20]2[C:16]([CH:17]=[CH:18][NH:19]2)=[CH:15][CH:14]=1, predict the reactants needed to synthesize it. The reactants are: [OH:1][C:2]1[CH:11]=[C:10]2[C:5]([C:6]([NH:12][C:13]3[CH:21]=[C:20]4[C:16]([CH:17]=[CH:18][NH:19]4)=[CH:15][CH:14]=3)=[N:7][CH:8]=[N:9]2)=[CH:4][C:3]=1[O:22][CH3:23].O[CH2:25][CH2:26][C:27]1[S:31][CH:30]=[N:29][C:28]=1[CH3:32]. (3) Given the product [CH3:36][CH:34]([N:4]([CH:2]([CH3:3])[CH3:1])[CH2:5][C@@H:6]([OH:33])[CH2:7][O:8][C:9]1[CH:10]=[CH:11][C:12]2[C:13]3[N:14]([CH2:30][CH2:31][N:32]=3)[C:15]([NH:21][C:22]([C:24]3[CH:25]=[N:26][CH:27]=[CH:28][CH:29]=3)=[O:23])=[N:16][C:17]=2[C:18]=1[OH:19])[CH3:35], predict the reactants needed to synthesize it. The reactants are: [CH3:1][CH:2]([N:4]([CH:34]([CH3:36])[CH3:35])[CH2:5][C@@H:6]([OH:33])[CH2:7][O:8][C:9]1[CH:10]=[CH:11][C:12]2[C:13]3[N:14]([CH2:30][CH2:31][N:32]=3)[C:15]([NH:21][C:22]([C:24]3[CH:25]=[N:26][CH:27]=[CH:28][CH:29]=3)=[O:23])=[N:16][C:17]=2[C:18]=1[O:19]C)[CH3:3]. (4) Given the product [Br:5][C:6]1[CH:7]=[C:8]([C:16]2[N:17]=[C:18]3[CH:19]=[CH:20][C:21]([O:3][CH2:2][CH3:1])=[N:22][N:23]3[CH:24]=2)[CH:9]=[CH:10][C:11]=1[C:12]([F:15])([F:14])[F:13], predict the reactants needed to synthesize it. The reactants are: [CH3:1][CH2:2][O-:3].[Na+].[Br:5][C:6]1[CH:7]=[C:8]([C:16]2[N:17]=[C:18]3[N:23]([CH:24]=2)[N:22]=[C:21](Cl)[CH:20]=[CH:19]3)[CH:9]=[CH:10][C:11]=1[C:12]([F:15])([F:14])[F:13]. (5) Given the product [C:6]([O:10][C:11](=[O:29])[CH2:12][N:13]1[C:14]2[CH:19]=[CH:18][C:17]([NH:20][C:21]([O:23][C:24]([CH3:27])([CH3:26])[CH3:25])=[O:22])=[CH:16][C:15]=2[N:28]=[C:1]1[CH2:2][CH2:3][CH3:4])([CH3:8])([CH3:7])[CH3:9], predict the reactants needed to synthesize it. The reactants are: [CH:1](=O)[CH2:2][CH2:3][CH3:4].[C:6]([O:10][C:11](=[O:29])[CH2:12][NH:13][C:14]1[CH:19]=[CH:18][C:17]([NH:20][C:21]([O:23][C:24]([CH3:27])([CH3:26])[CH3:25])=[O:22])=[CH:16][C:15]=1[NH2:28])([CH3:9])([CH3:8])[CH3:7]. (6) Given the product [NH2:5][C:4]1[CH:6]=[CH:7][C:8]([CH3:9])=[C:2]([C:18]2[C:19]3[CH:26]=[C:25]([CH2:27][OH:28])[CH:24]=[CH:23][C:20]=3[S:21][CH:22]=2)[CH:3]=1, predict the reactants needed to synthesize it. The reactants are: Br[C:2]1[CH:3]=[C:4]([CH:6]=[CH:7][C:8]=1[CH3:9])[NH2:5].CC1(C)C(C)(C)OB([C:18]2[C:19]3[CH:26]=[C:25]([CH2:27][OH:28])[CH:24]=[CH:23][C:20]=3[S:21][CH:22]=2)O1.C([O-])([O-])=O.[Cs+].[Cs+]. (7) Given the product [OH:14][CH2:13][C:3]1[O:4][C:5](=[O:12])[C:6]2[C:11]([C:2]=1[C:17]1[CH:16]=[C:15]([CH3:24])[CH:20]=[CH:19][CH:18]=1)=[CH:10][CH:9]=[CH:8][CH:7]=2, predict the reactants needed to synthesize it. The reactants are: Br[C:2]1[C:11]2[C:6](=[CH:7][CH:8]=[CH:9][CH:10]=2)[C:5](=[O:12])[O:4][C:3]=1[CH2:13][OH:14].[C:15]1([CH3:24])[CH:20]=[CH:19][CH:18]=[C:17](B(O)O)[CH:16]=1.C([O-])([O-])=O.[Cs+].[Cs+].